This data is from NCI-60 drug combinations with 297,098 pairs across 59 cell lines. The task is: Regression. Given two drug SMILES strings and cell line genomic features, predict the synergy score measuring deviation from expected non-interaction effect. (1) Drug 1: C1CN(CCN1C(=O)CCBr)C(=O)CCBr. Drug 2: COC1=C2C(=CC3=C1OC=C3)C=CC(=O)O2. Cell line: SR. Synergy scores: CSS=49.5, Synergy_ZIP=-2.19, Synergy_Bliss=-4.12, Synergy_Loewe=-15.9, Synergy_HSA=-2.68. (2) Drug 1: CC1CCC2CC(C(=CC=CC=CC(CC(C(=O)C(C(C(=CC(C(=O)CC(OC(=O)C3CCCCN3C(=O)C(=O)C1(O2)O)C(C)CC4CCC(C(C4)OC)O)C)C)O)OC)C)C)C)OC. Drug 2: N.N.Cl[Pt+2]Cl. Cell line: SNB-19. Synergy scores: CSS=34.6, Synergy_ZIP=-1.38, Synergy_Bliss=2.25, Synergy_Loewe=-0.464, Synergy_HSA=3.45. (3) Drug 1: CCC1(CC2CC(C3=C(CCN(C2)C1)C4=CC=CC=C4N3)(C5=C(C=C6C(=C5)C78CCN9C7C(C=CC9)(C(C(C8N6C=O)(C(=O)OC)O)OC(=O)C)CC)OC)C(=O)OC)O.OS(=O)(=O)O. Drug 2: CCC(=C(C1=CC=CC=C1)C2=CC=C(C=C2)OCCN(C)C)C3=CC=CC=C3.C(C(=O)O)C(CC(=O)O)(C(=O)O)O. Cell line: DU-145. Synergy scores: CSS=16.9, Synergy_ZIP=12.8, Synergy_Bliss=17.4, Synergy_Loewe=-1.91, Synergy_HSA=12.2. (4) Drug 1: CC(C1=C(C=CC(=C1Cl)F)Cl)OC2=C(N=CC(=C2)C3=CN(N=C3)C4CCNCC4)N. Drug 2: CCC1=C2CN3C(=CC4=C(C3=O)COC(=O)C4(CC)O)C2=NC5=C1C=C(C=C5)O. Cell line: KM12. Synergy scores: CSS=39.9, Synergy_ZIP=-4.68, Synergy_Bliss=-3.85, Synergy_Loewe=-1.32, Synergy_HSA=0.427. (5) Drug 1: COC1=C2C(=CC3=C1OC=C3)C=CC(=O)O2. Drug 2: CC(C)CN1C=NC2=C1C3=CC=CC=C3N=C2N. Cell line: SK-MEL-5. Synergy scores: CSS=6.23, Synergy_ZIP=-2.90, Synergy_Bliss=-7.94, Synergy_Loewe=-3.61, Synergy_HSA=-7.72. (6) Drug 1: CCC1=C2CN3C(=CC4=C(C3=O)COC(=O)C4(CC)O)C2=NC5=C1C=C(C=C5)O. Drug 2: C1CNP(=O)(OC1)N(CCCl)CCCl. Cell line: M14. Synergy scores: CSS=23.4, Synergy_ZIP=-0.00726, Synergy_Bliss=-2.64, Synergy_Loewe=-38.9, Synergy_HSA=-3.91. (7) Drug 1: C(CC(=O)O)C(=O)CN.Cl. Drug 2: COC1=C2C(=CC3=C1OC=C3)C=CC(=O)O2. Cell line: T-47D. Synergy scores: CSS=2.79, Synergy_ZIP=-2.45, Synergy_Bliss=-5.10, Synergy_Loewe=-16.1, Synergy_HSA=-4.15. (8) Drug 1: CN(C)C1=NC(=NC(=N1)N(C)C)N(C)C. Drug 2: CC1=C(C=C(C=C1)C(=O)NC2=CC(=CC(=C2)C(F)(F)F)N3C=C(N=C3)C)NC4=NC=CC(=N4)C5=CN=CC=C5. Cell line: COLO 205. Synergy scores: CSS=-9.17, Synergy_ZIP=3.98, Synergy_Bliss=3.26, Synergy_Loewe=-7.57, Synergy_HSA=-5.02.